From a dataset of NCI-60 drug combinations with 297,098 pairs across 59 cell lines. Regression. Given two drug SMILES strings and cell line genomic features, predict the synergy score measuring deviation from expected non-interaction effect. Drug 1: CCCS(=O)(=O)NC1=C(C(=C(C=C1)F)C(=O)C2=CNC3=C2C=C(C=N3)C4=CC=C(C=C4)Cl)F. Drug 2: COCCOC1=C(C=C2C(=C1)C(=NC=N2)NC3=CC=CC(=C3)C#C)OCCOC.Cl. Cell line: M14. Synergy scores: CSS=38.5, Synergy_ZIP=0.688, Synergy_Bliss=0.0636, Synergy_Loewe=-15.9, Synergy_HSA=-0.571.